This data is from TCR-epitope binding with 47,182 pairs between 192 epitopes and 23,139 TCRs. The task is: Binary Classification. Given a T-cell receptor sequence (or CDR3 region) and an epitope sequence, predict whether binding occurs between them. (1) The epitope is PROT_97E67BCC. The TCR CDR3 sequence is CASRARTGATNEKLFF. Result: 1 (the TCR binds to the epitope). (2) Result: 0 (the TCR does not bind to the epitope). The epitope is IVDTVSALV. The TCR CDR3 sequence is CASSPLGGGNTGELFF. (3) The epitope is KLGGALQAK. The TCR CDR3 sequence is CATSDSWGGDTQYF. Result: 1 (the TCR binds to the epitope).